This data is from Full USPTO retrosynthesis dataset with 1.9M reactions from patents (1976-2016). The task is: Predict the reactants needed to synthesize the given product. Given the product [CH2:1]([NH:10][C:11]1[CH:19]=[C:18]([F:20])[C:17]([F:21])=[CH:16][C:12]=1[C:13]([OH:15])=[O:14])[CH2:2][CH2:3][CH3:4], predict the reactants needed to synthesize it. The reactants are: [CH:1](=O)[CH2:2][CH2:3][CH3:4].C(O)(=O)C.[NH2:10][C:11]1[CH:19]=[C:18]([F:20])[C:17]([F:21])=[CH:16][C:12]=1[C:13]([OH:15])=[O:14].C(O[BH-](OC(=O)C)OC(=O)C)(=O)C.[Na+].